Dataset: Full USPTO retrosynthesis dataset with 1.9M reactions from patents (1976-2016). Task: Predict the reactants needed to synthesize the given product. (1) Given the product [C:1]1([O:7][CH2:9][CH2:10][CH2:11][CH2:12][CH2:13][CH2:14][CH2:15][OH:16])[CH:6]=[CH:5][CH:4]=[CH:3][CH:2]=1, predict the reactants needed to synthesize it. The reactants are: [C:1]1([OH:7])[CH:6]=[CH:5][CH:4]=[CH:3][CH:2]=1.Br[CH2:9][CH2:10][CH2:11][CH2:12][CH2:13][CH2:14][CH2:15][OH:16].C(=O)([O-])[O-].[K+].[K+]. (2) The reactants are: [CH2:1]([Mg]Cl)[CH2:2][CH3:3].[C:6]([O:15]C)(=O)[C:7]1[C:8](=[CH:10][CH:11]=[CH:12][CH:13]=1)[NH2:9].[CH2:17]1[CH2:21]OC[CH2:18]1.[Cl-].[NH4+]. Given the product [NH2:9][C:8]1[CH:10]=[CH:11][CH:12]=[CH:13][C:7]=1[C:6]([OH:15])([CH2:18][CH2:17][CH3:21])[CH2:1][CH2:2][CH3:3], predict the reactants needed to synthesize it. (3) Given the product [CH3:25][C:22]1[CH:23]=[CH:24][C:19]([S:16]([NH:14][C@H:13]([CH2:15][C:6]#[C:5][Si:2]([CH3:4])([CH3:3])[CH3:1])[CH3:12])(=[O:18])=[O:17])=[CH:20][CH:21]=1, predict the reactants needed to synthesize it. The reactants are: [CH3:1][Si:2]([C:5]#[CH:6])([CH3:4])[CH3:3].[Li]CCCC.[CH3:12][CH:13]1[CH2:15][N@@:14]1[S:16]([C:19]1[CH:24]=[CH:23][C:22]([CH3:25])=[CH:21][CH:20]=1)(=[O:18])=[O:17]. (4) Given the product [Cl:25][C:22]1[CH:23]=[CH:24][C:12]2[N:11]=[C:10]([C@@H:8]([NH2:7])[CH3:9])[N:14]([C:15]3[CH:16]=[CH:17][CH:18]=[CH:19][CH:20]=3)[C:13]=2[CH:21]=1, predict the reactants needed to synthesize it. The reactants are: C(OC(=O)[NH:7][C@H:8]([C:10]1[N:14]([C:15]2[CH:20]=[CH:19][CH:18]=[CH:17][CH:16]=2)[C:13]2[CH:21]=[C:22]([Cl:25])[CH:23]=[CH:24][C:12]=2[N:11]=1)[CH3:9])(C)(C)C.C(O)(C(F)(F)F)=O.